Dataset: Reaction yield outcomes from USPTO patents with 853,638 reactions. Task: Predict the reaction yield, written as a fraction of the theoretical maximum amount of product (1.0 means a 100% yield; for example, 0.34 means a 34% yield). (1) The reactants are Br[C:2]1[CH:7]=[CH:6][CH:5]=[C:4]([Cl:8])[C:3]=1[F:9].C([Li])CCCCC.[C:17]([N:24]1[CH2:28][CH2:27][C:26](=[O:29])[CH2:25]1)([O:19][C:20]([CH3:23])([CH3:22])[CH3:21])=[O:18]. The catalyst is C(OCC)C. The product is [Cl:8][C:4]1[C:3]([F:9])=[C:2]([C:26]2([OH:29])[CH2:27][CH2:28][N:24]([C:17]([O:19][C:20]([CH3:22])([CH3:21])[CH3:23])=[O:18])[CH2:25]2)[CH:7]=[CH:6][CH:5]=1. The yield is 0.660. (2) The reactants are Br[C:2]1[CH:7]=[CH:6][C:5]([S:8]([C:11]2[CH:12]=[CH:13][C:14]([CH3:27])=[C:15]([S:17]([NH:20][CH:21]3[CH2:26][CH2:25][O:24][CH2:23][CH2:22]3)(=[O:19])=[O:18])[CH:16]=2)(=[O:10])=[O:9])=[CH:4][CH:3]=1.C([Sn](CCCC)(CCCC)[C:33]([O:35]CC)=[CH2:34])CCC. The catalyst is C1(C)C=CC=CC=1.[Pd].C1(P(C2C=CC=CC=2)C2C=CC=CC=2)C=CC=CC=1.C1(P(C2C=CC=CC=2)C2C=CC=CC=2)C=CC=CC=1.C1(P(C2C=CC=CC=2)C2C=CC=CC=2)C=CC=CC=1.C1(P(C2C=CC=CC=2)C2C=CC=CC=2)C=CC=CC=1. The product is [C:33]([C:2]1[CH:3]=[CH:4][C:5]([S:8]([C:11]2[CH:12]=[CH:13][C:14]([CH3:27])=[C:15]([S:17]([NH:20][CH:21]3[CH2:26][CH2:25][O:24][CH2:23][CH2:22]3)(=[O:18])=[O:19])[CH:16]=2)(=[O:10])=[O:9])=[CH:6][CH:7]=1)(=[O:35])[CH3:34]. The yield is 0.850. (3) The reactants are [Br:1][C:2]1[CH:3]=[N:4][NH:5][C:6]=1[C:7]([O:9][CH3:10])=[O:8].[H-].[Na+].Cl[CH2:14][O:15][CH2:16][CH2:17][Si:18]([CH3:21])([CH3:20])[CH3:19]. The catalyst is CN(C=O)C. The product is [Br:1][C:2]1[CH:3]=[N:4][N:5]([CH2:14][O:15][CH2:16][CH2:17][Si:18]([CH3:21])([CH3:20])[CH3:19])[C:6]=1[C:7]([O:9][CH3:10])=[O:8]. The yield is 0.840. (4) The yield is 0.310. The product is [F:6][C:7]([F:19])([F:20])[C:8]1[CH:9]=[C:10]([NH:11][C:23]([C:25]2([CH:39]3[CH2:43][CH2:42][CH2:41][CH2:40]3)[CH2:29][C:28](=[O:30])[N:27]([C:31]3[C:36]([CH3:37])=[CH:35][CH:34]=[CH:33][C:32]=3[CH3:38])[CH2:26]2)=[O:22])[CH:12]=[C:13]([C:15]([F:16])([F:17])[F:18])[CH:14]=1. The catalyst is C1COCC1. The reactants are [Li]CCCC.[F:6][C:7]([F:20])([F:19])[C:8]1[CH:9]=[C:10]([CH:12]=[C:13]([C:15]([F:18])([F:17])[F:16])[CH:14]=1)[NH2:11].C[O:22][C:23]([C:25]1([CH:39]2[CH2:43][CH2:42][CH2:41][CH2:40]2)[CH2:29][C:28](=[O:30])[N:27]([C:31]2[C:36]([CH3:37])=[CH:35][CH:34]=[CH:33][C:32]=2[CH3:38])[CH2:26]1)=O. (5) The reactants are [F:1][C:2]1[CH:10]=[C:9]2[C:5]([C:6]([CH:11]=[O:12])=[CH:7][NH:8]2)=[CH:4][C:3]=1[C:13]1[CH:18]=[CH:17][C:16]([O:19][CH3:20])=[CH:15][CH:14]=1.O.[OH:22]P([O-])(O)=O.[Na+].OO.Cl([O-])=O.[Na+].S([O-])([O-])=O.[Na+].[Na+].Cl. The catalyst is CC#N.O. The product is [F:1][C:2]1[CH:10]=[C:9]2[C:5]([C:6]([C:11]([OH:22])=[O:12])=[CH:7][NH:8]2)=[CH:4][C:3]=1[C:13]1[CH:18]=[CH:17][C:16]([O:19][CH3:20])=[CH:15][CH:14]=1. The yield is 0.0600. (6) The reactants are [NH2:1][C:2]1[C:3]2[N:4]([C:8]([C@@H:27]3[CH2:31][CH2:30][CH2:29][NH:28]3)=[N:9][C:10]=2[C:11]2[CH:25]=[CH:24][C:14]([C:15]([NH:17][C:18]3[CH:23]=[CH:22][CH:21]=[CH:20][N:19]=3)=[O:16])=[C:13]([F:26])[CH:12]=2)[CH:5]=[CH:6][N:7]=1.[C:32](Cl)(=[O:35])[CH:33]=[CH2:34]. No catalyst specified. The product is [C:32]([N:28]1[CH2:29][CH2:30][CH2:31][C@H:27]1[C:8]1[N:4]2[CH:5]=[CH:6][N:7]=[C:2]([NH2:1])[C:3]2=[C:10]([C:11]2[CH:25]=[CH:24][C:14]([C:15]([NH:17][C:18]3[CH:23]=[CH:22][CH:21]=[CH:20][N:19]=3)=[O:16])=[C:13]([F:26])[CH:12]=2)[N:9]=1)(=[O:35])[CH:33]=[CH2:34]. The yield is 0.384. (7) The reactants are [C:1]([O:5][C:6]([N:8]1[CH2:12][CH2:11][CH2:10][C@@H:9]1[CH2:13][N:14]1[C:18]2[CH:19]=[CH:20][C:21]([C:23](OC)=[O:24])=[CH:22][C:17]=2[N:16]=[C:15]1[NH:27][C:28]([C:30]1[S:31][C:32]([CH:35]([F:37])[F:36])=[CH:33][CH:34]=1)=[O:29])=[O:7])([CH3:4])([CH3:3])[CH3:2].[H-].[H-].[H-].[H-].[Li+].[Al+3]. The catalyst is C1COCC1. The product is [F:37][CH:35]([F:36])[C:32]1[S:31][C:30]([C:28]([NH:27][C:15]2[N:14]([CH2:13][C@H:9]3[CH2:10][CH2:11][CH2:12][N:8]3[C:6]([O:5][C:1]([CH3:3])([CH3:4])[CH3:2])=[O:7])[C:18]3[CH:19]=[CH:20][C:21]([CH2:23][OH:24])=[CH:22][C:17]=3[N:16]=2)=[O:29])=[CH:34][CH:33]=1. The yield is 0.550. (8) The reactants are C[O:2][C:3]1[CH:12]=[C:11]([O:13][CH3:14])[CH:10]=[C:9]2[C:4]=1[C:5](=[O:23])[N:6]([C:15]1[CH:20]=[CH:19][C:18]([O:21][CH3:22])=[CH:17][CH:16]=1)[CH:7]=[N:8]2.[Cl-].[Li+].O.Cl. The catalyst is CC(N(C)C)=O. The product is [OH:2][C:3]1[CH:12]=[C:11]([O:13][CH3:14])[CH:10]=[C:9]2[C:4]=1[C:5](=[O:23])[N:6]([C:15]1[CH:20]=[CH:19][C:18]([O:21][CH3:22])=[CH:17][CH:16]=1)[CH:7]=[N:8]2. The yield is 0.480.